Dataset: Forward reaction prediction with 1.9M reactions from USPTO patents (1976-2016). Task: Predict the product of the given reaction. Given the reactants [NH2:1][CH2:2][CH2:3][CH2:4][N:5]1[CH2:10][CH2:9][O:8][CH2:7][CH2:6]1.[C:11](O[C:11]([O:13][C:14]([CH3:17])([CH3:16])[CH3:15])=[O:12])([O:13][C:14]([CH3:17])([CH3:16])[CH3:15])=[O:12], predict the reaction product. The product is: [C:14]([O:13][C:11]([NH:1][CH2:2][CH2:3][CH2:4][N:5]1[CH2:10][CH2:9][O:8][CH2:7][CH2:6]1)=[O:12])([CH3:17])([CH3:16])[CH3:15].